Dataset: Reaction yield outcomes from USPTO patents with 853,638 reactions. Task: Predict the reaction yield, written as a fraction of the theoretical maximum amount of product (1.0 means a 100% yield; for example, 0.34 means a 34% yield). (1) The reactants are [N+:1]([C:4]1[CH:25]=[CH:24][C:7]([O:8][C:9]2[C:18]3[C:13](=[CH:14][C:15]([O:19][CH2:20][C@H:21]([OH:23])[CH3:22])=[CH:16][CH:17]=3)[N:12]=[CH:11][CH:10]=2)=[CH:6][CH:5]=1)([O-])=O.C(O[K])=O. The catalyst is C1COCC1.O.[Pd]. The product is [NH2:1][C:4]1[CH:5]=[CH:6][C:7]([O:8][C:9]2[C:18]3[C:13](=[CH:14][C:15]([O:19][CH2:20][C@H:21]([OH:23])[CH3:22])=[CH:16][CH:17]=3)[N:12]=[CH:11][CH:10]=2)=[CH:24][CH:25]=1. The yield is 0.762. (2) The reactants are [H-].[Na+].[F:3][C:4]([F:10])([F:9])[CH2:5][CH2:6][CH2:7]I.CN(C)C=O.[Br:16][C:17]1[N:22]=[CH:21][C:20]([CH:23]([C:25]2[C:30]([F:31])=[CH:29][CH:28]=[C:27]([F:32])[C:26]=2[F:33])[SH:24])=[C:19]([CH3:34])[CH:18]=1. The catalyst is O. The product is [Br:16][C:17]1[CH:18]=[C:19]([CH3:34])[C:20]([CH:23]([C:25]2[C:30]([F:31])=[CH:29][CH:28]=[C:27]([F:32])[C:26]=2[F:33])[S:24][CH2:7][CH2:6][CH2:5][C:4]([F:10])([F:9])[F:3])=[CH:21][N:22]=1. The yield is 0.680.